Dataset: Forward reaction prediction with 1.9M reactions from USPTO patents (1976-2016). Task: Predict the product of the given reaction. (1) Given the reactants [Br:1][C:2]1[CH:3]=[C:4]2[C:9](=[CH:10][CH:11]=1)[N:8]=[CH:7][C:6]([N+:12]([O-])=O)=[C:5]2[NH:15][C:16]1[CH:17]=[CH:18][C:19]([C:22]([CH3:26])([CH3:25])[C:23]#[N:24])=[N:20][CH:21]=1.[H][H], predict the reaction product. The product is: [NH2:12][C:6]1[CH:7]=[N:8][C:9]2[C:4]([C:5]=1[NH:15][C:16]1[CH:17]=[CH:18][C:19]([C:22]([CH3:25])([CH3:26])[C:23]#[N:24])=[N:20][CH:21]=1)=[CH:3][C:2]([Br:1])=[CH:11][CH:10]=2. (2) Given the reactants C(N(C(C)C)CC)(C)C.C1N(P(Cl)(N2C(=O)OCC2)=O)C(=O)OC1.Cl.[Cl:26][CH2:27][CH2:28][CH2:29][CH:30]([C:35]1[C:40]([F:41])=[CH:39][C:38]([F:42])=[CH:37][C:36]=1[F:43])[C:31]([NH:33][NH2:34])=[O:32].[CH3:44][O:45][C:46]1[CH:47]=[C:48](/[CH:58]=[CH:59]/[C:60](O)=[O:61])[CH:49]=[CH:50][C:51]=1[N:52]1[CH:56]=[C:55]([CH3:57])[N:54]=[CH:53]1.O.C(=O)(O)[O-].[Na+], predict the reaction product. The product is: [CH3:44][O:45][C:46]1[CH:47]=[C:48](/[CH:58]=[CH:59]/[C:60]([NH:34][NH:33][C:31](=[O:32])[CH:30]([C:35]2[C:36]([F:43])=[CH:37][C:38]([F:42])=[CH:39][C:40]=2[F:41])[CH2:29][CH2:28][CH2:27][Cl:26])=[O:61])[CH:49]=[CH:50][C:51]=1[N:52]1[CH:56]=[C:55]([CH3:57])[N:54]=[CH:53]1. (3) Given the reactants FC(F)(F)C(O)=O.[CH3:8][N:9]1[C:17]2[C@@:16]3([CH3:21])[C:18]([CH3:20])([CH3:19])[C@H:13]([CH2:14][CH2:15]3)[C:12]=2[C:11](=[O:22])[N:10]1[CH2:23][C:24]1[C:25]([C:48]([F:51])([F:50])[F:49])=[N:26][N:27](C(C2C=CC=CC=2)(C2C=CC=CC=2)C2C=CC=CC=2)[CH:28]=1.C([SiH](CC)CC)C, predict the reaction product. The product is: [CH3:8][N:9]1[C:17]2[C@@:16]3([CH3:21])[C:18]([CH3:19])([CH3:20])[C@H:13]([CH2:14][CH2:15]3)[C:12]=2[C:11](=[O:22])[N:10]1[CH2:23][C:24]1[C:25]([C:48]([F:49])([F:50])[F:51])=[N:26][NH:27][CH:28]=1. (4) Given the reactants [CH:1]1([O:6]/[N:7]=[C:8](\[C:12]2[CH:17]=[CH:16][C:15]([S:18]([CH3:21])(=[O:20])=[O:19])=[CH:14][CH:13]=2)/[C:9]([OH:11])=O)[CH2:5][CH2:4][CH2:3][CH2:2]1.C(N(CC)C(C)C)(C)C.[NH2:31][C:32]1[S:33][C:34]2[CH:40]=[CH:39][CH:38]=[CH:37][C:35]=2[N:36]=1, predict the reaction product. The product is: [S:33]1[C:34]2[CH:40]=[CH:39][CH:38]=[CH:37][C:35]=2[N:36]=[C:32]1[NH:31][C:9](=[O:11])/[C:8](=[N:7]/[O:6][CH:1]1[CH2:2][CH2:3][CH2:4][CH2:5]1)/[C:12]1[CH:17]=[CH:16][C:15]([S:18]([CH3:21])(=[O:20])=[O:19])=[CH:14][CH:13]=1. (5) Given the reactants [C:1]([O:5][C:6](=[O:15])[NH:7][C:8]([CH3:14])([CH3:13])[CH2:9][C:10](=O)[CH3:11])([CH3:4])([CH3:3])[CH3:2].[C:16]([O:19][CH2:20][CH3:21])(=[O:18])[CH3:17].Cl, predict the reaction product. The product is: [CH2:20]([O:19][C:16](=[O:18])/[CH:17]=[C:10](\[CH3:11])/[CH2:9][C:8]([NH:7][C:6]([O:5][C:1]([CH3:4])([CH3:3])[CH3:2])=[O:15])([CH3:13])[CH3:14])[CH3:21]. (6) The product is: [NH2:15][C:12]1[CH:11]=[CH:10][C:9]([NH:8][C:1]([C:25]2[CH:24]=[CH:23][C:32]3[C:27](=[CH:28][CH:29]=[CH:30][CH:31]=3)[CH:26]=2)=[O:3])=[CH:14][CH:13]=1. Given the reactants [C:1]([NH:8][C:9]1[CH:14]=[CH:13][C:12]([NH2:15])=[CH:11][CH:10]=1)([O:3]C(C)(C)C)=O.C(N(CC)CC)C.[CH:23]1[C:32]2[C:27](=[CH:28][CH:29]=[CH:30][CH:31]=2)[CH:26]=[CH:25][C:24]=1C(Cl)=O, predict the reaction product. (7) Given the reactants NC1[N:7]=[C:6](Cl)[CH:5]=[C:4](Cl)N=1.[NH2:10][C:11]1[N:16]=[C:15](Cl)[CH:14]=[C:13]([O:18][CH3:19])[N:12]=1.C[O-].[Na+].[CH3:23][C:24]([CH3:26])=O, predict the reaction product. The product is: [NH2:10][C:11]1[N:16]=[C:15]([NH:7][C:6]2[CH:5]=[CH:4][CH:26]=[CH:24][CH:23]=2)[CH:14]=[C:13]([O:18][CH3:19])[N:12]=1.